From a dataset of Peptide-MHC class II binding affinity with 134,281 pairs from IEDB. Regression. Given a peptide amino acid sequence and an MHC pseudo amino acid sequence, predict their binding affinity value. This is MHC class II binding data. (1) The peptide sequence is KIVSLIKNLLVALKD. The MHC is HLA-DPA10301-DPB10402 with pseudo-sequence HLA-DPA10301-DPB10402. The binding affinity (normalized) is 0.534. (2) The peptide sequence is LVGPFNFRFMSKGGM. The MHC is HLA-DQA10401-DQB10402 with pseudo-sequence HLA-DQA10401-DQB10402. The binding affinity (normalized) is 0. (3) The peptide sequence is NPYRTWHYCGSYVTK. The MHC is HLA-DQA10501-DQB10303 with pseudo-sequence HLA-DQA10501-DQB10303. The binding affinity (normalized) is 0.323. (4) The peptide sequence is NGNELLLDLSLTKVN. The MHC is DRB1_1001 with pseudo-sequence DRB1_1001. The binding affinity (normalized) is 0.443. (5) The peptide sequence is ATPPPPPPPQLGASP. The MHC is HLA-DPA10103-DPB10301 with pseudo-sequence HLA-DPA10103-DPB10301. The binding affinity (normalized) is 0. (6) The peptide sequence is VRYTTEGGTKTEAEDVIPEG. The MHC is DRB1_1101 with pseudo-sequence DRB1_1101. The binding affinity (normalized) is 0. (7) The peptide sequence is LVQDDVIPANWKPDT. The MHC is DRB4_0101 with pseudo-sequence DRB4_0103. The binding affinity (normalized) is 0.138. (8) The peptide sequence is VVITENCGTRGPSLR. The MHC is DRB1_1101 with pseudo-sequence DRB1_1101. The binding affinity (normalized) is 0.0386. (9) The peptide sequence is KQAFTFSPTYKAFLC. The MHC is DRB1_0701 with pseudo-sequence DRB1_0701. The binding affinity (normalized) is 0.584.